From a dataset of Reaction yield outcomes from USPTO patents with 853,638 reactions. Predict the reaction yield, written as a fraction of the theoretical maximum amount of product (1.0 means a 100% yield; for example, 0.34 means a 34% yield). (1) The reactants are [Cl:1][C:2]1[CH:3]=[C:4]([CH2:27][NH2:28])[CH:5]=[CH:6][C:7]=1[C:8]1[S:9][C:10]([C:13]2[N:14]=[C:15]3[C:20]([Cl:21])=[CH:19][C:18]([C:22]([F:25])([F:24])[F:23])=[CH:17][N:16]3[CH:26]=2)=[N:11][N:12]=1.ClCCl.C(N(CC)CC)C.[CH3:39][S:40](Cl)(=[O:42])=[O:41]. The catalyst is O. The product is [Cl:1][C:2]1[CH:3]=[C:4]([CH2:27][NH:28][S:40]([CH3:39])(=[O:42])=[O:41])[CH:5]=[CH:6][C:7]=1[C:8]1[S:9][C:10]([C:13]2[N:14]=[C:15]3[C:20]([Cl:21])=[CH:19][C:18]([C:22]([F:24])([F:23])[F:25])=[CH:17][N:16]3[CH:26]=2)=[N:11][N:12]=1. The yield is 0.0600. (2) The reactants are O[C:2]1[CH:3]=[C:4]([NH:8][C:9]2[N:14]=[C:13]([NH:15][C:16]3[CH:21]=[CH:20][CH:19]=[C:18](O)[CH:17]=3)[C:12]([F:23])=[CH:11][N:10]=2)[CH:5]=[CH:6][CH:7]=1.[CH2:24]([N:31]1[CH2:36][CH2:35][N:34](C2C=CC(N)=CC=2)[CH2:33][CH2:32]1)[C:25]1[CH:30]=[CH:29][CH:28]=[CH:27][CH:26]=1.Cl[C:45]1[N:50]=[C:49](Cl)[C:48](F)=[CH:47]N=1. No catalyst specified. The product is [CH2:49]([N:50]1[CH2:45][CH2:9][N:8]([C:7]2[CH:6]=[CH:5][C:4]([NH:8][C:9]3[N:14]=[C:13]([NH:15][C:16]4[CH:21]=[CH:20][C:19]([N:34]5[CH2:33][CH2:32][N:31]([CH2:24][C:25]6[CH:26]=[CH:27][CH:28]=[CH:29][CH:30]=6)[CH2:36][CH2:35]5)=[CH:18][CH:17]=4)[C:12]([F:23])=[CH:11][N:10]=3)=[CH:3][CH:2]=2)[CH2:4][CH2:3]1)[C:48]1[CH:47]=[CH:2][CH:7]=[CH:6][CH:5]=1. The yield is 0.640.